Dataset: Forward reaction prediction with 1.9M reactions from USPTO patents (1976-2016). Task: Predict the product of the given reaction. (1) The product is: [C:1]([O:4][CH2:5][CH:6]1[CH:7]([C:8]2[CH:13]=[CH:12][C:11]([C:14]([CH3:17])([CH3:16])[CH3:15])=[CH:10][CH:9]=2)[C:18]1([F:21])[F:20])(=[O:3])[CH3:2]. Given the reactants [C:1]([O:4][CH2:5][CH:6]=[CH:7][C:8]1[CH:13]=[CH:12][C:11]([C:14]([CH3:17])([CH3:16])[CH3:15])=[CH:10][CH:9]=1)(=[O:3])[CH3:2].[C:18](C(O[Na])=O)([F:21])([F:20])I, predict the reaction product. (2) Given the reactants C[N:2]([CH3:18])/[CH:3]=[CH:4]/[C:5]([C:7]1[CH:12]=[C:11]([N+:13]([O-:15])=[O:14])[CH:10]=[CH:9][C:8]=1[O:16][CH3:17])=O.N[C:20]1[C:24]([C:25]([O:27][CH2:28][CH3:29])=[O:26])=C[NH:22][N:21]=1, predict the reaction product. The product is: [CH3:17][O:16][C:8]1[CH:9]=[CH:10][C:11]([N+:13]([O-:15])=[O:14])=[CH:12][C:7]=1[C:5]1[N:22]2[N:21]=[CH:20][C:24]([C:25]([O:27][CH2:28][CH3:29])=[O:26])=[C:18]2[N:2]=[CH:3][CH:4]=1. (3) Given the reactants [N:1]1([CH2:6][C:7]2[CH:27]=[CH:26][C:10]([C:11]([NH:13][C@@H:14]3[CH2:18][CH2:17][N:16]([C:19]([O:21][C:22]([CH3:25])([CH3:24])[CH3:23])=[O:20])[CH2:15]3)=[O:12])=[CH:9][CH:8]=2)[CH:5]=[CH:4][CH:3]=[N:2]1.[CH3:28]O, predict the reaction product. The product is: [N:1]1([CH2:6][C:7]2[CH:27]=[CH:26][C:10]([C:11]([N:13]([C@@H:14]3[CH2:18][CH2:17][N:16]([C:19]([O:21][C:22]([CH3:23])([CH3:24])[CH3:25])=[O:20])[CH2:15]3)[CH3:28])=[O:12])=[CH:9][CH:8]=2)[CH:5]=[CH:4][CH:3]=[N:2]1. (4) Given the reactants [CH2:1]([O:8][C:9]1[C:14]([C:15]([O:17][CH2:18][C:19]2[CH:24]=[CH:23][CH:22]=[CH:21][CH:20]=2)=[O:16])=[C:13]([O:25][CH2:26][C:27]2[CH:32]=[CH:31][CH:30]=[CH:29][CH:28]=2)[N:12]=[C:11]([C:33]2[CH:34]=[C:35]3[C:39](=[CH:40][CH:41]=2)[N:38]([C:42]([O:44][C:45]([CH3:48])([CH3:47])[CH3:46])=[O:43])[C:37](B(O)O)=[CH:36]3)[C:10]=1[CH2:52][CH3:53])[C:2]1[CH:7]=[CH:6][CH:5]=[CH:4][CH:3]=1.[C:54]([C:56]1[CH:61]=[CH:60][C:59](I)=[CH:58][CH:57]=1)#[N:55].C([O-])([O-])=O.[Na+].[Na+].COCCOC, predict the reaction product. The product is: [CH2:1]([O:8][C:9]1[C:14]([C:15]([O:17][CH2:18][C:19]2[CH:24]=[CH:23][CH:22]=[CH:21][CH:20]=2)=[O:16])=[C:13]([O:25][CH2:26][C:27]2[CH:32]=[CH:31][CH:30]=[CH:29][CH:28]=2)[N:12]=[C:11]([C:33]2[CH:34]=[C:35]3[C:39](=[CH:40][CH:41]=2)[N:38]([C:42]([O:44][C:45]([CH3:48])([CH3:47])[CH3:46])=[O:43])[C:37]([C:59]2[CH:60]=[CH:61][C:56]([C:54]#[N:55])=[CH:57][CH:58]=2)=[CH:36]3)[C:10]=1[CH2:52][CH3:53])[C:2]1[CH:7]=[CH:6][CH:5]=[CH:4][CH:3]=1. (5) Given the reactants [CH:1]12[CH2:7][CH:4]([CH2:5][CH2:6]1)[CH2:3][C@@H:2]2[NH:8][C:9]1[C:14]([NH2:15])=[CH:13][N:12]=[C:11]2[CH:16]=[CH:17][S:18][C:10]=12.[Cl:19][CH2:20][C:21](OCC)(OCC)OCC, predict the reaction product. The product is: [CH:1]12[CH2:7][CH:4]([CH2:5][CH2:6]1)[CH2:3][C@@H:2]2[N:8]1[C:9]2=[C:10]3[S:18][CH:17]=[CH:16][C:11]3=[N:12][CH:13]=[C:14]2[N:15]=[C:21]1[CH2:20][Cl:19]. (6) Given the reactants Br[CH2:2][C:3]([C:5]1[C:6]([C:11]2[CH:16]=[CH:15][CH:14]=[CH:13][CH:12]=2)=[N:7][O:8][C:9]=1[CH3:10])=O.[NH2:17][C:18]1[CH:23]=[C:22]([C:24]([O:26][CH3:27])=[O:25])[CH:21]=[CH:20][N:19]=1, predict the reaction product. The product is: [CH3:27][O:26][C:24]([C:22]1[CH:21]=[CH:20][N:19]2[CH:2]=[C:3]([C:5]3[C:6]([C:11]4[CH:16]=[CH:15][CH:14]=[CH:13][CH:12]=4)=[N:7][O:8][C:9]=3[CH3:10])[N:17]=[C:18]2[CH:23]=1)=[O:25]. (7) The product is: [OH:39][C@H:4]([C@@H:5]([NH:13][C:14](=[O:38])[C:15]1[CH:20]=[C:19]([C:21]([NH:23][C@@H:24]([C:26]2[CH:31]=[CH:30][CH:29]=[CH:28][CH:27]=2)[CH3:25])=[O:22])[CH:18]=[C:17]([N:32]([CH3:37])[S:33]([CH3:36])(=[O:35])=[O:34])[CH:16]=1)[CH2:6][C:7]1[CH:8]=[CH:9][CH:10]=[CH:11][CH:12]=1)[C:3]([OH:40])=[O:2]. Given the reactants C[O:2][C:3](=[O:40])[C@H:4]([OH:39])[C@@H:5]([NH:13][C:14](=[O:38])[C:15]1[CH:20]=[C:19]([C:21]([NH:23][C@@H:24]([C:26]2[CH:31]=[CH:30][CH:29]=[CH:28][CH:27]=2)[CH3:25])=[O:22])[CH:18]=[C:17]([N:32]([CH3:37])[S:33]([CH3:36])(=[O:35])=[O:34])[CH:16]=1)[CH2:6][C:7]1[CH:12]=[CH:11][CH:10]=[CH:9][CH:8]=1.[OH-].[Na+], predict the reaction product.